Dataset: Full USPTO retrosynthesis dataset with 1.9M reactions from patents (1976-2016). Task: Predict the reactants needed to synthesize the given product. (1) Given the product [NH2:1][C:2]1[C:11]2[CH:10]=[CH:9][CH:8]=[C:7]([C:25]3[CH:24]=[CH:23][C:22]([CH3:21])=[CH:27][N:26]=3)[C:6]=2[N:5]=[C:4]2[CH2:13][N:14]([CH:17]3[CH2:20][CH2:19][CH2:18]3)[C:15](=[O:16])[C:3]=12, predict the reactants needed to synthesize it. The reactants are: [NH2:1][C:2]1[C:11]2[CH:10]=[CH:9][CH:8]=[C:7](Br)[C:6]=2[N:5]=[C:4]2[CH2:13][N:14]([CH:17]3[CH2:20][CH2:19][CH2:18]3)[C:15](=[O:16])[C:3]=12.[CH3:21][C:22]1[CH:23]=[CH:24][C:25]([Sn](CCCC)(CCCC)CCCC)=[N:26][CH:27]=1. (2) Given the product [CH3:1][O:2][C:3]1[CH:23]=[CH:22][CH:21]=[CH:20][C:4]=1[CH2:5][N:6]1[C:15]2[C:10](=[CH:11][CH:12]=[CH:13][N:14]=2)[CH:9]=[C:8]([C:16]([Cl:27])=[O:17])[C:7]1=[O:19], predict the reactants needed to synthesize it. The reactants are: [CH3:1][O:2][C:3]1[CH:23]=[CH:22][CH:21]=[CH:20][C:4]=1[CH2:5][N:6]1[C:15]2[C:10](=[CH:11][CH:12]=[CH:13][N:14]=2)[CH:9]=[C:8]([C:16](O)=[O:17])[C:7]1=[O:19].C(Cl)(=O)C([Cl:27])=O.CN(C)C=O. (3) Given the product [Br:1][C:2]1[CH:7]=[CH:6][CH:5]=[C:4]([S:8]([CH3:9])(=[O:20])=[O:25])[C:3]=1[CH3:10], predict the reactants needed to synthesize it. The reactants are: [Br:1][C:2]1[CH:7]=[CH:6][CH:5]=[C:4]([S:8][CH3:9])[C:3]=1[CH3:10].C(Cl)(Cl)(Cl)Cl.C(#N)C.I([O-])(=O)(=O)=[O:20].[Na+].[OH2:25]. (4) The reactants are: [F:1][C:2]1[CH:3]=[C:4]([CH:6]=[CH:7][CH:8]=1)[NH2:5].[Cl:9]N1C(=O)CCC1=O.O. Given the product [Cl:9][C:8]1[CH:7]=[CH:6][C:4]([NH2:5])=[CH:3][C:2]=1[F:1], predict the reactants needed to synthesize it. (5) Given the product [F:46][C:44]1[CH:43]=[CH:42][C:41]([C:47]([F:49])([F:48])[F:50])=[C:40]([CH:45]=1)[C:39]([N:36]1[CH2:37][CH2:38][N:33]([C:31](=[O:32])[CH2:30][NH:29][CH2:24][C:23]2[CH:26]=[CH:27][C:20]([C:17]3[CH:18]=[CH:19][S:15][CH:16]=3)=[CH:21][CH:22]=2)[CH2:34][CH2:35]1)=[O:51], predict the reactants needed to synthesize it. The reactants are: C(O[BH-](OC(=O)C)OC(=O)C)(=O)C.[Na+].[S:15]1[CH:19]=[CH:18][C:17]([C:20]2[CH:27]=[CH:26][C:23]([CH:24]=O)=[CH:22][CH:21]=2)=[CH:16]1.Cl.[NH2:29][CH2:30][C:31]([N:33]1[CH2:38][CH2:37][N:36]([C:39](=[O:51])[C:40]2[CH:45]=[C:44]([F:46])[CH:43]=[CH:42][C:41]=2[C:47]([F:50])([F:49])[F:48])[CH2:35][CH2:34]1)=[O:32].FC1C=CC(C(F)(F)F)=C(C=1)C(O)=O.C(=O)(O)[O-].[Na+]. (6) Given the product [CH3:1][C@H:2]1[O:7][C@@H:6]([CH3:8])[CH2:5][N:4]([C:9]2[C:10]([F:20])=[C:11]([F:19])[C:12](/[CH:13]=[N:21]\[N:22]3[CH2:27][CH2:26][CH2:24][CH2:23]3)=[CH:15][C:16]=2[CH2:17][OH:18])[CH2:3]1, predict the reactants needed to synthesize it. The reactants are: [CH3:1][C@H:2]1[O:7][C@@H:6]([CH3:8])[CH2:5][N:4]([C:9]2[C:16]([CH2:17][OH:18])=[CH:15][C:12]([CH:13]=O)=[C:11]([F:19])[C:10]=2[F:20])[CH2:3]1.[NH2:21][N:22]1[CH2:27][CH2:26]O[CH2:24][CH2:23]1.